Dataset: Full USPTO retrosynthesis dataset with 1.9M reactions from patents (1976-2016). Task: Predict the reactants needed to synthesize the given product. The reactants are: Br[C:2]1[C:7]([Cl:8])=[CH:6][C:5]([NH:9][C:10]2[N:14]=[C:13]([NH2:15])[NH:12][N:11]=2)=[CH:4][C:3]=1[Cl:16].[CH3:17][S:18]([C:21]1[N:26]=[CH:25][C:24](B(O)O)=[CH:23][CH:22]=1)(=[O:20])=[O:19].C([O-])([O-])=O.[Cs+].[Cs+]. Given the product [Cl:16][C:3]1[CH:4]=[C:5]([NH:9][C:10]2[NH:11][N:12]=[C:13]([NH2:15])[N:14]=2)[CH:6]=[C:7]([Cl:8])[C:2]=1[C:24]1[CH:25]=[N:26][C:21]([S:18]([CH3:17])(=[O:20])=[O:19])=[CH:22][CH:23]=1, predict the reactants needed to synthesize it.